From a dataset of Catalyst prediction with 721,799 reactions and 888 catalyst types from USPTO. Predict which catalyst facilitates the given reaction. (1) Reactant: Cl[C:2]1[C:11]2[C:6](=[CH:7][C:8]([F:15])=[C:9]([N+:12]([O-:14])=[O:13])[CH:10]=2)[N:5]=[CH:4][N:3]=1.[Cl:16][C:17]1[CH:18]=[C:19]([CH:21]=[CH:22][C:23]=1[O:24][CH2:25][C:26]1[CH:31]=[CH:30][CH:29]=[C:28]([F:32])[CH:27]=1)[NH2:20]. Product: [Cl:16][C:17]1[CH:18]=[C:19]([NH:20][C:2]2[C:11]3[C:6](=[CH:7][C:8]([F:15])=[C:9]([N+:12]([O-:14])=[O:13])[CH:10]=3)[N:5]=[CH:4][N:3]=2)[CH:21]=[CH:22][C:23]=1[O:24][CH2:25][C:26]1[CH:31]=[CH:30][CH:29]=[C:28]([F:32])[CH:27]=1. The catalyst class is: 32. (2) Reactant: [CH2:1]([O:8][C:9](=[O:25])[NH:10][C:11]1[CH:16]=[CH:15][C:14]([NH:17][C:18](=[O:24])[CH2:19][CH2:20][CH2:21][CH2:22]Br)=[CH:13][CH:12]=1)[C:2]1[CH:7]=[CH:6][CH:5]=[CH:4][CH:3]=1.[CH3:26][NH:27][CH3:28].O. Product: [CH2:1]([O:8][C:9](=[O:25])[NH:10][C:11]1[CH:16]=[CH:15][C:14]([NH:17][C:18](=[O:24])[CH2:19][CH2:20][CH2:21][CH2:22][N:27]([CH3:28])[CH3:26])=[CH:13][CH:12]=1)[C:2]1[CH:7]=[CH:6][CH:5]=[CH:4][CH:3]=1. The catalyst class is: 4.